Dataset: Full USPTO retrosynthesis dataset with 1.9M reactions from patents (1976-2016). Task: Predict the reactants needed to synthesize the given product. (1) The reactants are: C[O:2][C:3]([CH2:5][N:6]1[C:21](=[O:22])[C@@H:20]2[C@@H:9]([C@H:10]3[O:23][C@H:19]2[C@H:12]2[O:13][C:14]([CH3:18])([O:16][CH3:17])[O:15][C@H:11]32)[C:7]1=[O:8])=[O:4]. Given the product [C:3]([CH2:5][N:6]1[C:7](=[O:8])[C@@H:9]2[C@@H:20]([C@H:19]3[O:23][C@H:10]2[C@H:11]2[O:15][C:14]([CH3:18])([O:16][CH3:17])[O:13][C@H:12]32)[C:21]1=[O:22])([OH:4])=[O:2], predict the reactants needed to synthesize it. (2) Given the product [CH2:54]([O:56][C:57](=[O:64])[C@H:58]([CH3:63])[CH2:59][C@@H:60]([CH3:26])[CH2:61][C:9](=[O:10])[CH:8]([CH2:12][C:13]1[CH:18]=[CH:17][C:16]([C:19]2[CH:24]=[CH:23][CH:22]=[CH:21][CH:20]=2)=[CH:15][CH:14]=1)[CH2:7][C:6]([O:5][C:1]([CH3:4])([CH3:3])[CH3:2])=[O:25])[CH3:55], predict the reactants needed to synthesize it. The reactants are: [C:1]([O:5][C:6](=[O:25])[CH2:7][CH:8]([CH2:12][C:13]1[CH:18]=[CH:17][C:16]([C:19]2[CH:24]=[CH:23][CH:22]=[CH:21][CH:20]=2)=[CH:15][CH:14]=1)[C:9](O)=[O:10])([CH3:4])([CH3:3])[CH3:2].[CH:26]1C=CC2N(O)N=NC=2C=1.CCN=C=NCCCN(C)C.FC(F)(F)C(O)=O.[CH2:54]([O:56][C:57](=[O:64])[C@H:58]([CH3:63])[CH2:59][C@H:60](N)[CH3:61])[CH3:55].C(N(CC)CC)C. (3) Given the product [CH3:70][N:43]([CH3:42])[C:44]([CH2:46][O:47][C:48](=[O:69])[C@@:49]([CH2:67][OH:68])([CH3:66])[CH2:50][C@H:51]([NH:65][C:6]([C:4]1[NH:3][N:2]=[N:1][CH:5]=1)=[O:8])[CH2:52][C:53]1[CH:54]=[CH:55][C:56]([C:59]2[CH:64]=[CH:63][CH:62]=[CH:61][CH:60]=2)=[CH:57][CH:58]=1)=[O:45], predict the reactants needed to synthesize it. The reactants are: [NH:1]1[CH:5]=[C:4]([C:6]([OH:8])=O)[N:3]=[N:2]1.CCN(C(C)C)C(C)C.CN(C(ON1N=NC2C=CC=NC1=2)=[N+](C)C)C.F[P-](F)(F)(F)(F)F.[CH3:42][N:43]([CH3:70])[C:44]([CH2:46][O:47][C:48](=[O:69])[C@@:49]([CH2:67][OH:68])([CH3:66])[CH2:50][C@H:51]([NH2:65])[CH2:52][C:53]1[CH:58]=[CH:57][C:56]([C:59]2[CH:64]=[CH:63][CH:62]=[CH:61][CH:60]=2)=[CH:55][CH:54]=1)=[O:45]. (4) Given the product [CH3:1][S:2]([O:6][CH2:7][CH2:8][CH2:9][CH:10]1[CH2:15][CH2:14][N:13]([C:16]([O:18][C:19]([CH3:22])([CH3:21])[CH3:20])=[O:17])[CH2:12][CH2:11]1)(=[O:4])=[O:3], predict the reactants needed to synthesize it. The reactants are: [CH3:1][S:2](Cl)(=[O:4])=[O:3].[OH:6][CH2:7][CH2:8][CH2:9][CH:10]1[CH2:15][CH2:14][N:13]([C:16]([O:18][C:19]([CH3:22])([CH3:21])[CH3:20])=[O:17])[CH2:12][CH2:11]1.N1C=CC=CC=1. (5) Given the product [ClH:27].[Cl:27][C:22]1[CH:23]=[C:24]2[C:19](=[CH:20][CH:21]=1)[CH:18]=[C:17]([S:14]([N:11]1[CH2:12][CH2:13][NH:8][CH:9]([CH2:28][C:29](=[O:30])[NH2:32])[CH2:10]1)(=[O:16])=[O:15])[CH:26]=[CH:25]2, predict the reactants needed to synthesize it. The reactants are: C(OC([N:8]1[CH2:13][CH2:12][N:11]([S:14]([C:17]2[CH:26]=[CH:25][C:24]3[C:19](=[CH:20][CH:21]=[C:22]([Cl:27])[CH:23]=3)[CH:18]=2)(=[O:16])=[O:15])[CH2:10][CH:9]1[CH2:28][C:29](O)=[O:30])=O)(C)(C)C.[N:32]1C=CC=CC=1.C(=O)(O)[O-].[NH4+].C(=O)(OOC(C)(C)C)OOC(C)(C)C.